This data is from Full USPTO retrosynthesis dataset with 1.9M reactions from patents (1976-2016). The task is: Predict the reactants needed to synthesize the given product. (1) The reactants are: [CH:1]([C:3]1[CH:10]=[CH:9][C:6]([CH2:7][Cl:8])=[CH:5][CH:4]=1)=[CH2:2].[CH3:11][N:12]([CH3:23])[CH2:13][CH2:14][CH2:15][CH2:16][CH2:17][CH2:18][CH2:19][CH2:20][CH2:21][CH3:22]. Given the product [Cl-:8].[CH:1]([C:3]1[CH:10]=[CH:9][C:6]([CH2:7][N+:12]([CH2:13][CH2:14][CH2:15][CH2:16][CH2:17][CH2:18][CH2:19][CH2:20][CH2:21][CH3:22])([CH3:11])[CH3:23])=[CH:5][CH:4]=1)=[CH2:2], predict the reactants needed to synthesize it. (2) Given the product [C:1]([O:5][C:6](=[O:22])[NH:7][C:8]1[CH:13]=[C:12]([O:14][CH2:15][C:16]([F:19])([F:17])[F:18])[C:11]([Cl:20])=[CH:10][C:9]=1[NH:21][C:28](=[O:27])[CH2:29][C:30]([C:32]1[CH:37]=[CH:36][CH:35]=[C:34]([C:38]2[CH:43]=[CH:42][N:41]=[C:40]([C:44]#[N:45])[CH:39]=2)[CH:33]=1)=[O:31])([CH3:4])([CH3:2])[CH3:3], predict the reactants needed to synthesize it. The reactants are: [C:1]([O:5][C:6](=[O:22])[NH:7][C:8]1[CH:13]=[C:12]([O:14][CH2:15][C:16]([F:19])([F:18])[F:17])[C:11]([Cl:20])=[CH:10][C:9]=1[NH2:21])([CH3:4])([CH3:3])[CH3:2].C([O:27][C:28](=O)[CH2:29][C:30]([C:32]1[CH:37]=[CH:36][CH:35]=[C:34]([C:38]2[CH:43]=[CH:42][N:41]=[C:40]([C:44]#[N:45])[CH:39]=2)[CH:33]=1)=[O:31])(C)(C)C. (3) Given the product [CH3:1][C:2]1[O:6][N:5]=[C:4]([C:7]2[CH:8]=[CH:9][CH:10]=[CH:11][CH:12]=2)[C:3]=1[CH2:13][O:14][C:15]1[CH:23]=[CH:22][C:18]([C:19]([NH:30][C:28]2[CH:27]=[N:26][N:25]([CH3:24])[CH:29]=2)=[O:21])=[CH:17][N:16]=1, predict the reactants needed to synthesize it. The reactants are: [CH3:1][C:2]1[O:6][N:5]=[C:4]([C:7]2[CH:12]=[CH:11][CH:10]=[CH:9][CH:8]=2)[C:3]=1[CH2:13][O:14][C:15]1[CH:23]=[CH:22][C:18]([C:19]([OH:21])=O)=[CH:17][N:16]=1.[CH3:24][N:25]1[CH:29]=[C:28]([NH2:30])[CH:27]=[N:26]1. (4) The reactants are: [F:1][C:2]1[CH:3]=[CH:4][C:5]2[N:9]=[C:8]([C@@H:10]([NH2:12])[CH3:11])[N:7]([CH:13]([CH3:15])[CH3:14])[C:6]=2[C:16]=1[C:17]1[CH:22]=[CH:21][CH:20]=[CH:19][N:18]=1.Cl[C:24]1[N:32]=[CH:31][N:30]=[C:29]2[C:25]=1[N:26]=[CH:27][N:28]2C1CCCCO1.CCN(C(C)C)C(C)C. Given the product [F:1][C:2]1[CH:3]=[CH:4][C:5]2[N:9]=[C:8]([C@@H:10]([NH:12][C:24]3[N:32]=[CH:31][N:30]=[C:29]4[C:25]=3[N:26]=[CH:27][NH:28]4)[CH3:11])[N:7]([CH:13]([CH3:14])[CH3:15])[C:6]=2[C:16]=1[C:17]1[CH:22]=[CH:21][CH:20]=[CH:19][N:18]=1, predict the reactants needed to synthesize it.